This data is from Reaction yield outcomes from USPTO patents with 853,638 reactions. The task is: Predict the reaction yield, written as a fraction of the theoretical maximum amount of product (1.0 means a 100% yield; for example, 0.34 means a 34% yield). (1) The reactants are [C:1]1([S:7][C:8]2[N:13]=[CH:12][C:11]([CH:14]=O)=[CH:10][CH:9]=2)[CH:6]=[CH:5][CH:4]=[CH:3][CH:2]=1.[N+:16]([CH3:19])([O-:18])=[O:17].C([O-])(=O)C.[NH4+].[BH4-].[Na+].C(=O)([O-])O.[Na+]. The catalyst is O.C(O)(=O)C.CS(C)=O. The product is [N+:16]([CH2:19][CH2:14][C:11]1[CH:10]=[CH:9][C:8]([S:7][C:1]2[CH:6]=[CH:5][CH:4]=[CH:3][CH:2]=2)=[N:13][CH:12]=1)([O-:18])=[O:17]. The yield is 0.300. (2) The reactants are [C:1]([O:5][C:6]([NH:8][C:9]1[S:10][CH:11]=[C:12](/[C:14](=[N:35]/[O:36][C:37]2([C:40]([O:42][CH:43]([C:50]3[CH:55]=[CH:54][CH:53]=[CH:52][CH:51]=3)[C:44]3[CH:49]=[CH:48][CH:47]=[CH:46][CH:45]=3)=[O:41])[CH2:39][CH2:38]2)/[C:15]([NH:17][C@@H:18]2[C:21](=[O:22])[NH:20][C@@H:19]2[CH2:23][N:24]2[N:28]=[C:27]([CH2:29]OS(C)(=O)=O)[CH:26]=[N:25]2)=[O:16])[N:13]=1)=[O:7])([CH3:4])([CH3:3])[CH3:2].[I-].[Na+].C(=O)([O-])[O-].[Cs+].[Cs+].[NH:64]1[CH2:69][CH2:68][CH:67]([NH:70][C:71](=[O:77])[O:72][C:73]([CH3:76])([CH3:75])[CH3:74])[CH2:66][CH2:65]1. The catalyst is CN(C=O)C.CCOC(C)=O.[Li+].[Cl-]. The product is [C:73]([O:72][C:71]([NH:70][CH:67]1[CH2:66][CH2:65][N:64]([CH2:29][C:27]2[CH:26]=[N:25][N:24]([CH2:23][C@@H:19]3[C@H:18]([NH:17][C:15](=[O:16])/[C:14](=[N:35]\[O:36][C:37]4([C:40]([O:42][CH:43]([C:50]5[CH:51]=[CH:52][CH:53]=[CH:54][CH:55]=5)[C:44]5[CH:49]=[CH:48][CH:47]=[CH:46][CH:45]=5)=[O:41])[CH2:38][CH2:39]4)/[C:12]4[N:13]=[C:9]([NH:8][C:6]([O:5][C:1]([CH3:4])([CH3:2])[CH3:3])=[O:7])[S:10][CH:11]=4)[C:21](=[O:22])[NH:20]3)[N:28]=2)[CH2:69][CH2:68]1)=[O:77])([CH3:74])([CH3:76])[CH3:75]. The yield is 0.730. (3) The reactants are [CH3:1][O:2][CH2:3][O:4][C:5]1[CH:10]=[C:9]([O:11][CH2:12][O:13][CH3:14])[CH:8]=[CH:7][C:6]=1[CH:15]1[CH2:24][CH2:23][C:18]2(OCC[O:19]2)[CH2:17][CH2:16]1.Cl.C(=O)(O)[O-].[Na+]. The catalyst is CO. The product is [CH3:1][O:2][CH2:3][O:4][C:5]1[CH:10]=[C:9]([O:11][CH2:12][O:13][CH3:14])[CH:8]=[CH:7][C:6]=1[CH:15]1[CH2:24][CH2:23][C:18](=[O:19])[CH2:17][CH2:16]1. The yield is 0.600. (4) The reactants are C([NH:5][S:6]([C:9]1[S:10][C:11]([C:14]2[CH:19]=[CH:18][CH:17]=[C:16]([C:20]3[N:25]=[C:24]([C:26]([F:29])([F:28])[F:27])[CH:23]=[C:22]([C:30]4[CH:35]=[CH:34][C:33]([Cl:36])=[CH:32][C:31]=4[Cl:37])[N:21]=3)[CH:15]=2)=[CH:12][CH:13]=1)(=[O:8])=[O:7])(C)(C)C.C(O)(C(F)(F)F)=O. The catalyst is ClCCl. The product is [Cl:37][C:31]1[CH:32]=[C:33]([Cl:36])[CH:34]=[CH:35][C:30]=1[C:22]1[CH:23]=[C:24]([C:26]([F:28])([F:27])[F:29])[N:25]=[C:20]([C:16]2[CH:15]=[C:14]([C:11]3[S:10][C:9]([S:6]([NH2:5])(=[O:7])=[O:8])=[CH:13][CH:12]=3)[CH:19]=[CH:18][CH:17]=2)[N:21]=1. The yield is 0.250. (5) The reactants are [F:1][C:2]1[CH:38]=[C:37]([F:39])[CH:36]=[CH:35][C:3]=1[CH2:4][N:5]([CH2:26][CH2:27][CH2:28][CH2:29][CH2:30][CH2:31][CH2:32][CH2:33][CH3:34])[C:6](=[O:25])[CH2:7][O:8][C:9]1[CH:14]=[CH:13][C:12]([CH2:15][C@H:16]([O:22][CH2:23][CH3:24])[C:17]([O:19]CC)=[O:18])=[CH:11][CH:10]=1.[Li+].[OH-]. The catalyst is C1COCC1. The product is [F:1][C:2]1[CH:38]=[C:37]([F:39])[CH:36]=[CH:35][C:3]=1[CH2:4][N:5]([CH2:26][CH2:27][CH2:28][CH2:29][CH2:30][CH2:31][CH2:32][CH2:33][CH3:34])[C:6](=[O:25])[CH2:7][O:8][C:9]1[CH:14]=[CH:13][C:12]([CH2:15][C@H:16]([O:22][CH2:23][CH3:24])[C:17]([OH:19])=[O:18])=[CH:11][CH:10]=1. The yield is 0.940. (6) The reactants are [CH3:1][C:2]([C:14]1[CH:19]=[CH:18][C:17]([N+:20]([O-:22])=[O:21])=[CH:16][N:15]=1)(C(OC)=O)[C:3]([O:5][C:6](C)(C)C)=[O:4].C(O)(C(F)(F)F)=O. The catalyst is C(Cl)Cl. The product is [N+:20]([C:17]1[CH:18]=[CH:19][C:14]([CH:2]([CH3:1])[C:3]([O:5][CH3:6])=[O:4])=[N:15][CH:16]=1)([O-:22])=[O:21]. The yield is 0.910. (7) The reactants are C(N(CC)CCOC1C=C(N)C=CC=1)C.[CH3:16][O:17][C:18](=[O:48])[C:19]1[CH:24]=[CH:23][C:22]([NH:25]C2N=CC(C3C=CC(OC)=CC=3)=CN=2)=[CH:21][C:20]=1[O:40][CH2:41][CH2:42][N:43]([CH2:46][CH3:47])[CH2:44][CH3:45]. The catalyst is CO.[Pd]. The product is [CH3:16][O:17][C:18](=[O:48])[C:19]1[CH:24]=[CH:23][C:22]([NH2:25])=[CH:21][C:20]=1[O:40][CH2:41][CH2:42][N:43]([CH2:46][CH3:47])[CH2:44][CH3:45]. The yield is 1.00. (8) The reactants are [C:1]([C:5]1[NH:13][C:12]2[C:7](=[N:8][C:9](Cl)=[CH:10][CH:11]=2)[CH:6]=1)([CH3:4])([CH3:3])[CH3:2].[NH3:15]. The catalyst is CO. The product is [C:1]([C:5]1[NH:13][C:12]2[C:7](=[N:8][C:9]([NH2:15])=[CH:10][CH:11]=2)[CH:6]=1)([CH3:4])([CH3:3])[CH3:2]. The yield is 0.260. (9) The reactants are [OH:1][CH2:2][CH2:3][CH2:4][CH2:5][S:6][C:7]1[CH:12]=[CH:11][C:10]([C:13]2[CH:18]=[CH:17][N:16]=[C:15]([NH:19][C:20]3[CH:28]=[CH:27][C:23]([C:24](O)=[O:25])=[CH:22][CH:21]=3)[N:14]=2)=[CH:9][CH:8]=1.[O:29]1[CH:33]=[CH:32][CH:31]=[C:30]1[C:34]([N:36]1[CH2:41][CH2:40][NH:39][CH2:38][CH2:37]1)=[O:35].CCN=C=NCCCN(C)C.C1C=CC2N(O)N=NC=2C=1. The catalyst is C1COCC1.C(Cl)Cl. The product is [O:29]1[CH:33]=[CH:32][CH:31]=[C:30]1[C:34]([N:36]1[CH2:37][CH2:38][N:39]([C:24]([C:23]2[CH:22]=[CH:21][C:20]([NH:19][C:15]3[N:14]=[C:13]([C:10]4[CH:9]=[CH:8][C:7]([S:6][CH2:5][CH2:4][CH2:3][CH2:2][OH:1])=[CH:12][CH:11]=4)[CH:18]=[CH:17][N:16]=3)=[CH:28][CH:27]=2)=[O:25])[CH2:40][CH2:41]1)=[O:35]. The yield is 0.0900. (10) The reactants are C(N(CC)CC)C.[CH2:8]([N:11]([CH2:22][CH:23]=[CH2:24])[S:12]([C:15]1[CH:16]=[N:17][CH:18]=[CH:19][C:20]=1[NH2:21])(=[O:14])=[O:13])[CH:9]=[CH2:10].[Br:25][C:26]1[CH:31]=[CH:30][C:29](/[CH:32]=[CH:33]/[S:34](Cl)(=[O:36])=[O:35])=[CH:28][CH:27]=1. The catalyst is N1C=CC=CC=1. The product is [CH2:22]([N:11]([CH2:8][CH:9]=[CH2:10])[S:12]([C:15]1[CH:16]=[N:17][CH:18]=[CH:19][C:20]=1[NH:21][S:34](/[CH:33]=[CH:32]/[C:29]1[CH:30]=[CH:31][C:26]([Br:25])=[CH:27][CH:28]=1)(=[O:35])=[O:36])(=[O:14])=[O:13])[CH:23]=[CH2:24]. The yield is 0.600.